The task is: Predict which catalyst facilitates the given reaction.. This data is from Catalyst prediction with 721,799 reactions and 888 catalyst types from USPTO. (1) Reactant: CCN(C(C)C)C(C)C.[F:10][C:11]([F:27])([F:26])[C:12]1[CH:17]=[CH:16][CH:15]=[CH:14][C:13]=1[C:18]1[NH:22][N:21]=[C:20]([C:23]([OH:25])=O)[CH:19]=1.C1C=CC2N(O)N=NC=2C=1.CCN=C=NCCCN(C)C.Cl.[NH2:50][CH2:51][C:52]([N:54]1[CH2:59][CH2:58][N:57]([C:60](=[O:72])[C:61]2[CH:66]=[C:65]([F:67])[CH:64]=[CH:63][C:62]=2[C:68]([F:71])([F:70])[F:69])[CH2:56][CH2:55]1)=[O:53]. Product: [F:67][C:65]1[CH:64]=[CH:63][C:62]([C:68]([F:70])([F:69])[F:71])=[C:61]([CH:66]=1)[C:60]([N:57]1[CH2:58][CH2:59][N:54]([C:52](=[O:53])[CH2:51][NH:50][C:23]([C:20]2[CH:19]=[C:18]([C:13]3[CH:14]=[CH:15][CH:16]=[CH:17][C:12]=3[C:11]([F:10])([F:27])[F:26])[NH:22][N:21]=2)=[O:25])[CH2:55][CH2:56]1)=[O:72]. The catalyst class is: 18. (2) Product: [Cl:28][C:26]1[CH:25]=[CH:24][C:22]2[N:23]3[C:17]([CH2:18][O:19][CH2:20][C:21]=2[CH:27]=1)=[N:16][N:15]=[C:14]3[CH:11]1[CH2:10][CH2:9][NH:8][CH2:13][CH2:12]1. Reactant: C(OC([N:8]1[CH2:13][CH2:12][CH:11]([C:14]2[N:23]3[C:17]([CH2:18][O:19][CH2:20][C:21]4[CH:27]=[C:26]([Cl:28])[CH:25]=[CH:24][C:22]=43)=[N:16][N:15]=2)[CH2:10][CH2:9]1)=O)(C)(C)C.Cl. The catalyst class is: 12.